From a dataset of Forward reaction prediction with 1.9M reactions from USPTO patents (1976-2016). Predict the product of the given reaction. (1) Given the reactants Cl[CH2:2][C:3]1[CH:8]=[CH:7][C:6]([CH2:9][CH2:10][C:11]2[N:12]=[C:13]([NH:16][C:17](=[O:19])[CH3:18])[S:14][CH:15]=2)=[CH:5][C:4]=1[F:20].[N-:21]=[N+:22]=[N-:23].[Na+].O.C(OCC)(=O)C, predict the reaction product. The product is: [N:21]([CH2:2][C:3]1[CH:8]=[CH:7][C:6]([CH2:9][CH2:10][C:11]2[N:12]=[C:13]([NH:16][C:17](=[O:19])[CH3:18])[S:14][CH:15]=2)=[CH:5][C:4]=1[F:20])=[N+:22]=[N-:23]. (2) Given the reactants Cl[C:2]1[CH:3]=[CH:4][C:5]2[C:6]([N:12]=1)=[N:7][C:8]([NH2:11])=[CH:9][N:10]=2.[CH3:13][O:14][C:15]1[CH:20]=[C:19](B2OC(C)(C)C(C)(C)O2)[CH:18]=[CH:17][C:16]=1[OH:30].C(=O)([O-])[O-].[Na+].[Na+], predict the reaction product. The product is: [NH2:11][C:8]1[N:7]=[C:6]2[N:12]=[C:2]([C:19]3[CH:18]=[CH:17][C:16]([OH:30])=[C:15]([O:14][CH3:13])[CH:20]=3)[CH:3]=[CH:4][C:5]2=[N:10][CH:9]=1. (3) Given the reactants [C:1]([O:5][C:6]([NH:8][C:9]1[CH:14]=[CH:13][CH:12]=[C:11]([F:15])[C:10]=1[N+:16]([O-])=O)=[O:7])([CH3:4])([CH3:3])[CH3:2], predict the reaction product. The product is: [C:1]([O:5][C:6]([NH:8][C:9]1[CH:14]=[CH:13][CH:12]=[C:11]([F:15])[C:10]=1[NH2:16])=[O:7])([CH3:4])([CH3:2])[CH3:3]. (4) Given the reactants [CH2:1]([S:3]([C:6]1[CH:7]=[C:8]([C:12]2[CH:20]=[C:19]([CH2:21]O)[CH:18]=[C:17]3[C:13]=2[C:14]2[CH:26]=[C:25]([CH3:27])[CH:24]=[N:23][C:15]=2[NH:16]3)[CH:9]=[CH:10][CH:11]=1)(=[O:5])=[O:4])[CH3:2].[CH2:28]([NH2:30])[CH3:29].C(S(C1C=C(C2C=C(CN(C)C)C=C3C=2C2C=C(C)C=NC=2N3)C=CC=1)(=O)=O)C, predict the reaction product. The product is: [CH2:1]([S:3]([C:6]1[CH:7]=[C:8]([C:12]2[CH:20]=[C:19]([CH2:21][NH:30][CH2:28][CH3:29])[CH:18]=[C:17]3[C:13]=2[C:14]2[CH:26]=[C:25]([CH3:27])[CH:24]=[N:23][C:15]=2[NH:16]3)[CH:9]=[CH:10][CH:11]=1)(=[O:5])=[O:4])[CH3:2]. (5) Given the reactants [OH:1][CH2:2][C:3]1[CH:4]=[C:5]2[C:10](=[CH:11][C:12]=1[OH:13])[C:9]([OH:14])=[CH:8][CH:7]=[CH:6]2.[C:15]1(C)[CH:20]=CC(S([O-])(=O)=O)=C[CH:16]=1.[NH+]1C=CC=CC=1.COC(OC)(C)C.C(OCC)(=O)C, predict the reaction product. The product is: [CH3:16][C:15]1([CH3:20])[O:13][C:12]2[CH:11]=[C:10]3[C:5](=[CH:4][C:3]=2[CH2:2][O:1]1)[CH:6]=[CH:7][CH:8]=[C:9]3[OH:14]. (6) Given the reactants Cl[C:2]1[N:7]=[C:6]([C:8]2[S:12][C:11]([C:13]([CH3:16])([CH3:15])[CH3:14])=[N:10][C:9]=2[C:17]2[C:18]([F:35])=[C:19]([NH:23][S:24]([C:27]3[C:32]([F:33])=[CH:31][CH:30]=[CH:29][C:28]=3[F:34])(=[O:26])=[O:25])[CH:20]=[CH:21][CH:22]=2)[CH:5]=[CH:4][N:3]=1.[NH2:36][CH2:37][CH2:38][OH:39], predict the reaction product. The product is: [CH3:14][C:13]([C:11]1[S:12][C:8]([C:6]2[CH:5]=[CH:4][N:3]=[C:2]([NH:36][CH2:37][CH2:38][OH:39])[N:7]=2)=[C:9]([C:17]2[C:18]([F:35])=[C:19]([NH:23][S:24]([C:27]3[C:32]([F:33])=[CH:31][CH:30]=[CH:29][C:28]=3[F:34])(=[O:26])=[O:25])[CH:20]=[CH:21][CH:22]=2)[N:10]=1)([CH3:16])[CH3:15]. (7) Given the reactants [Cl:1][C:2]1[CH:7]=[CH:6][N:5]=[C:4]2[NH:8][C:9]([C:11]3[C:15]4=[N:16][C:17]([O:22][CH3:23])=[C:18]([O:20][CH3:21])[CH:19]=[C:14]4[N:13]([CH2:24][CH2:25][CH2:26][N:27]4[CH2:32][CH2:31][CH:30](O)[CH2:29][CH2:28]4)[CH:12]=3)=[CH:10][C:3]=12.ClC1C=CN=C2N(S(C3C=CC(C)=CC=3)(=O)=O)C(C3C4=N[C:50](OC)=[C:51]([O:53]C)C=C4N(CCCN4CCC(O)CC4)C=3)=CC=12.[OH-].[K+], predict the reaction product. The product is: [Cl:1][C:2]1[CH:7]=[CH:6][N:5]=[C:4]2[NH:8][C:9]([C:11]3[C:15]4=[N:16][C:17]([O:22][CH3:23])=[C:18]([O:20][CH3:21])[CH:19]=[C:14]4[N:13]([CH2:24][CH2:25][CH2:26][N:27]4[CH2:32][CH2:31][CH:30]([CH2:50][CH2:51][OH:53])[CH2:29][CH2:28]4)[CH:12]=3)=[CH:10][C:3]=12.